Dataset: Forward reaction prediction with 1.9M reactions from USPTO patents (1976-2016). Task: Predict the product of the given reaction. (1) Given the reactants [NH2:1][C:2]1[CH:33]=[CH:32][C:5]([C:6]([NH:8][C@H:9]2[CH2:14][CH2:13][CH2:12][C@@H:11]([NH:15][C:16]3[N:21]=[C:20]([C:22]4[CH:23]=[N:24][N:25]5[CH:30]=[CH:29][CH:28]=[CH:27][C:26]=45)[C:19]([Cl:31])=[CH:18][N:17]=3)[CH2:10]2)=[O:7])=[CH:4][CH:3]=1.Cl.CCN(C(C)C)C(C)C.[C:44](Cl)(=[O:47])[CH:45]=[CH2:46], predict the reaction product. The product is: [C:44]([NH:1][C:2]1[CH:33]=[CH:32][C:5]([C:6]([NH:8][C@H:9]2[CH2:14][CH2:13][CH2:12][C@@H:11]([NH:15][C:16]3[N:21]=[C:20]([C:22]4[CH:23]=[N:24][N:25]5[CH:30]=[CH:29][CH:28]=[CH:27][C:26]=45)[C:19]([Cl:31])=[CH:18][N:17]=3)[CH2:10]2)=[O:7])=[CH:4][CH:3]=1)(=[O:47])[CH:45]=[CH2:46]. (2) The product is: [F:34][C:22]([F:21])([F:33])[C:23]1[CH:24]=[C:25]([S:29]([N:10]2[CH2:11][CH2:12][C:7]3([C:2](=[O:13])[NH:3][CH2:4][CH2:5][CH2:6]3)[CH2:8][CH2:9]2)(=[O:30])=[O:31])[CH:26]=[CH:27][CH:28]=1. Given the reactants Cl.[C:2]1(=[O:13])[C:7]2([CH2:12][CH2:11][NH:10][CH2:9][CH2:8]2)[CH2:6][CH2:5][CH2:4][NH:3]1.C(N(CC)CC)C.[F:21][C:22]([F:34])([F:33])[C:23]1[CH:24]=[C:25]([S:29](Cl)(=[O:31])=[O:30])[CH:26]=[CH:27][CH:28]=1, predict the reaction product. (3) Given the reactants [Cl:1][C:2]1[C:7]([OH:8])=[C:6]([F:9])[C:5]([CH3:10])=[CH:4][CH:3]=1.C1OCCOCCOCCOCCOCCOC1.CC(C)([O-])C.[K+].[Br:35][C:36]1[CH:41]=[C:40](F)[C:39]([N+:43]([O-:45])=[O:44])=[CH:38][C:37]=1[F:46], predict the reaction product. The product is: [Br:35][C:36]1[C:37]([F:46])=[CH:38][C:39]([N+:43]([O-:45])=[O:44])=[C:40]([O:8][C:7]2[C:6]([F:9])=[C:5]([CH3:10])[CH:4]=[CH:3][C:2]=2[Cl:1])[CH:41]=1. (4) Given the reactants [CH3:1][O:2][C:3]1[CH:8]=[CH:7][CH:6]=[CH:5][C:4]=1[S:9]([N:12]([CH3:31])[C:13]1[CH:14]=[CH:15][CH:16]=[C:17]2[C:21]=1[NH:20][C:19]([C:22]1[S:23][CH:24]([CH2:27][C:28]([OH:30])=[O:29])[CH2:25][N:26]=1)=[CH:18]2)(=[O:11])=[O:10].C[N:33](C)[CH:34]=[O:35].Cl.CN(C)CCCN=C=NCC, predict the reaction product. The product is: [C:28]([O-:30])(=[O:29])[CH3:27].[CH3:7][CH2:8][CH2:3][CH2:4][CH2:5][CH3:6].[CH3:1][O:2][C:3]1[CH:8]=[CH:7][CH:6]=[CH:5][C:4]=1[S:9]([N:12]([CH3:31])[C:13]1[CH:14]=[CH:15][CH:16]=[C:17]2[C:21]=1[NH:20][C:19]([C:22]1[S:23][CH:24]([CH2:27][C:34]([NH2:33])=[O:35])[CH2:25][N:26]=1)=[CH:18]2)(=[O:10])=[O:11].